The task is: Predict the reactants needed to synthesize the given product.. This data is from Full USPTO retrosynthesis dataset with 1.9M reactions from patents (1976-2016). Given the product [C:1]([O:5][C:6]([N:8]1[CH2:12][CH2:11][CH2:10][C@H:9]1[C:13]#[C:14][C:18]1[CH:19]=[N:20][CH:21]=[CH:16][CH:17]=1)=[O:7])([CH3:4])([CH3:3])[CH3:2], predict the reactants needed to synthesize it. The reactants are: [C:1]([O:5][C:6]([N:8]1[CH2:12][CH2:11][CH2:10][C@H:9]1[C:13]#[CH:14])=[O:7])([CH3:4])([CH3:3])[CH3:2].Br[C:16]1[CH:17]=[CH:18][CH:19]=[N:20][CH:21]=1.